From a dataset of NCI-60 drug combinations with 297,098 pairs across 59 cell lines. Regression. Given two drug SMILES strings and cell line genomic features, predict the synergy score measuring deviation from expected non-interaction effect. Drug 1: CCCS(=O)(=O)NC1=C(C(=C(C=C1)F)C(=O)C2=CNC3=C2C=C(C=N3)C4=CC=C(C=C4)Cl)F. Drug 2: C1=CC(=C2C(=C1NCCNCCO)C(=O)C3=C(C=CC(=C3C2=O)O)O)NCCNCCO. Cell line: K-562. Synergy scores: CSS=63.7, Synergy_ZIP=18.5, Synergy_Bliss=14.4, Synergy_Loewe=-27.5, Synergy_HSA=12.8.